Dataset: Forward reaction prediction with 1.9M reactions from USPTO patents (1976-2016). Task: Predict the product of the given reaction. (1) Given the reactants [NH2:1][C:2]1[N:7]=[CH:6][N:5]=[C:4]([NH:8][C@H:9]([C:11]2[N:16]([C:17]3[CH:22]=[CH:21][CH:20]=[CH:19][CH:18]=3)[C:15](=[O:23])[C:14]3=[C:24]([CH3:27])[CH:25]=[CH:26][N:13]3[N:12]=2)[CH3:10])[C:3]=1Br.[F:29][C:30]1[CH:35]=[C:34]([OH:36])[CH:33]=[CH:32][C:31]=1[S:37]([N:40]1[C:48]2[C:43](=[C:44]([OH:52])[CH:45]=[C:46](B(O)O)[CH:47]=2)[CH:42]=[CH:41]1)(=[O:39])=[O:38].C(=O)([O-])[O-].[Cs+].[Cs+], predict the reaction product. The product is: [NH2:1][C:2]1[N:7]=[CH:6][N:5]=[C:4]([NH:8][C@H:9]([C:11]2[N:16]([C:17]3[CH:22]=[CH:21][CH:20]=[CH:19][CH:18]=3)[C:15](=[O:23])[C:14]3=[C:24]([CH3:27])[CH:25]=[CH:26][N:13]3[N:12]=2)[CH3:10])[C:3]=1[C:46]1[CH:47]=[C:48]2[C:43]([CH:42]=[CH:41][N:40]2[S:37]([C:31]2[CH:32]=[CH:33][C:34]([OH:36])=[CH:35][C:30]=2[F:29])(=[O:38])=[O:39])=[C:44]([OH:52])[CH:45]=1. (2) Given the reactants C([O:8][N:9]1[C:15](=[O:16])[N:14]2[CH2:17][C@H:10]1[CH2:11][CH2:12][C@H:13]2[C:18]1[O:22][N:21]=[C:20]([C:23]([O:25][CH2:26][CH3:27])=[O:24])[N:19]=1)C1C=CC=CC=1, predict the reaction product. The product is: [OH:8][N:9]1[C:15](=[O:16])[N:14]2[CH2:17][C@H:10]1[CH2:11][CH2:12][C@H:13]2[C:18]1[O:22][N:21]=[C:20]([C:23]([O:25][CH2:26][CH3:27])=[O:24])[N:19]=1. (3) Given the reactants [C:1]([O:6][CH2:7][C:8]1[CH:13]=[CH:12][CH:11]=[CH:10][CH:9]=1)(=[O:5])[C:2]([CH3:4])=[CH2:3].[C:14]([O:19][CH2:20][CH2:21][OH:22])(=[O:18])[C:15]([CH3:17])=[CH2:16].C(O)(=O)C(C)=C.COC1C=CC(O)=CC=1, predict the reaction product. The product is: [C:1]([O:6][CH2:7][C:8]1[CH:9]=[CH:10][CH:11]=[CH:12][CH:13]=1)(=[O:5])[C:2]([CH3:4])=[CH2:3].[C:14]([OH:19])(=[O:18])[C:15]([CH3:17])=[CH2:16].[C:14]([O:19][CH2:20][CH2:21][OH:22])(=[O:18])[C:15]([CH3:17])=[CH2:16]. (4) Given the reactants [CH3:1][C:2]1([CH3:19])[CH2:7][O:6][CH:5]([CH2:8][O:9][C:10]2[CH:15]=[CH:14][N+:13]([O-])=[C:12]([CH3:17])[C:11]=2[CH3:18])[O:4][CH2:3]1.C(OC(=O)C)(=[O:22])C.[OH-].[Na+], predict the reaction product. The product is: [CH3:1][C:2]1([CH3:19])[CH2:7][O:6][CH:5]([CH2:8][O:9][C:10]2[CH:15]=[CH:14][N:13]=[C:12]([CH2:17][OH:22])[C:11]=2[CH3:18])[O:4][CH2:3]1. (5) Given the reactants Br[C:2]1[CH:3]=[C:4]([OH:19])[CH:5]=[C:6]([O:8][C:9]2[CH:14]=[CH:13][C:12]([S:15]([CH3:18])(=[O:17])=[O:16])=[CH:11][CH:10]=2)[CH:7]=1.[B:20]1([B:20]2[O:24][C:23]([CH3:26])([CH3:25])[C:22]([CH3:28])([CH3:27])[O:21]2)[O:24][C:23]([CH3:26])([CH3:25])[C:22]([CH3:28])([CH3:27])[O:21]1.C([O-])(=O)C.[K+], predict the reaction product. The product is: [CH3:18][S:15]([C:12]1[CH:13]=[CH:14][C:9]([O:8][C:6]2[CH:5]=[C:4]([OH:19])[CH:3]=[C:2]([B:20]3[O:24][C:23]([CH3:26])([CH3:25])[C:22]([CH3:28])([CH3:27])[O:21]3)[CH:7]=2)=[CH:10][CH:11]=1)(=[O:17])=[O:16]. (6) Given the reactants [Cl:1][C:2]1[CH:3]=[CH:4][C:5]([C:9]2[NH:13][N:12]=[N:11][N:10]=2)=[C:6]([CH:8]=1)[NH2:7].C(N(C(C)C)CC)(C)C.[Cl:23][C:24]1[CH:28]=[CH:27][S:26][C:25]=1[C:29](Cl)=[O:30], predict the reaction product. The product is: [Cl:23][C:24]1[CH:28]=[CH:27][S:26][C:25]=1[C:29]([NH:7][C:6]1[CH:8]=[C:2]([Cl:1])[CH:3]=[CH:4][C:5]=1[C:9]1[NH:13][N:12]=[N:11][N:10]=1)=[O:30]. (7) Given the reactants [F:1][C:2]1[C:3]([O:19][CH3:20])=[C:4]([C@H:8]([CH3:18])[CH2:9][C@:10]([OH:17])([C:13]([F:16])([F:15])[F:14])[CH:11]=O)[CH:5]=[CH:6][CH:7]=1.[NH2:21][C:22]1[CH:31]=[CH:30][CH:29]=[C:28]2[C:23]=1[CH:24]=[CH:25][C:26]([CH3:32])=[N:27]2.O, predict the reaction product. The product is: [F:1][C:2]1[C:3]([O:19][CH3:20])=[C:4]([C@H:8]([CH3:18])[CH2:9][C@@:10]([C:13]([F:14])([F:15])[F:16])([OH:17])[CH:11]=[N:21][C:22]2[CH:31]=[CH:30][CH:29]=[C:28]3[C:23]=2[CH:24]=[CH:25][C:26]([CH3:32])=[N:27]3)[CH:5]=[CH:6][CH:7]=1. (8) Given the reactants C(O)(C(F)(F)F)=O.[CH2:8]([O:46][CH:47]1[C@H:51]2[C@H:52](OC3CCCCO3)[N:53](C(OC(C)(C)C)=O)[C:54]3[CH:61]=[C:60]([O:62][CH3:63])[CH:59]=[CH:58][C:55]=3[C:56](=[O:57])[N:50]2[CH2:49][CH2:48]1)[CH2:9][CH2:10][CH2:11][CH2:12][CH2:13][O:14][CH:15]1[C@H:19]2[C@H:20](OC3CCCCO3)[N:21](C(OC(C)(C)C)=O)[C:22]3[CH:29]=[C:28]([O:30][CH3:31])[CH:27]=[CH:26][C:23]=3[C:24](=[O:25])[N:18]2[CH2:17][CH2:16]1.C([O-])(O)=O.[Na+], predict the reaction product. The product is: [CH2:8]([O:46][CH:47]1[C@@H:51]2[CH:52]=[N:53][C:54]3[CH:61]=[C:60]([O:62][CH3:63])[CH:59]=[CH:58][C:55]=3[C:56](=[O:57])[N:50]2[CH2:49][CH2:48]1)[CH2:9][CH2:10][CH2:11][CH2:12][CH2:13][O:14][CH:15]1[C@@H:19]2[CH:20]=[N:21][C:22]3[CH:29]=[C:28]([O:30][CH3:31])[CH:27]=[CH:26][C:23]=3[C:24](=[O:25])[N:18]2[CH2:17][CH2:16]1. (9) Given the reactants [N:1]([CH2:4][C:5]1[CH:10]=[CH:9][C:8]([Cl:11])=[CH:7][C:6]=1[O:12][CH3:13])=[N+]=[N-].C1(P(C2C=CC=CC=2)C2C=CC=CC=2)C=CC=CC=1.O.Cl, predict the reaction product. The product is: [Cl:11][C:8]1[CH:9]=[CH:10][C:5]([CH2:4][NH2:1])=[C:6]([O:12][CH3:13])[CH:7]=1.